From a dataset of Catalyst prediction with 721,799 reactions and 888 catalyst types from USPTO. Predict which catalyst facilitates the given reaction. (1) Reactant: Br[C:2]1[C:7]([CH2:8][OH:9])=[CH:6][CH:5]=[CH:4][N:3]=1.[CH2:10]([Mg]Br)[CH:11]([CH3:13])[CH3:12].[Cl-].[NH4+]. Product: [CH2:10]([C:2]1[C:7]([CH2:8][OH:9])=[CH:6][CH:5]=[CH:4][N:3]=1)[CH:11]([CH3:13])[CH3:12]. The catalyst class is: 7. (2) Reactant: [Cl:1][C:2]1[C:30]([Cl:31])=[CH:29][CH:28]=[CH:27][C:3]=1[CH2:4][N:5]1[C:9]2[CH:10]=[C:11]([N:18]3[CH2:23][CH2:22][O:21][CH2:20][CH2:19]3)[CH:12]=[C:13]([C:14]([O:16]C)=[O:15])[C:8]=2[N:7]=[C:6]1[CH:24]([F:26])[F:25].[Li+].[OH-]. Product: [Cl:1][C:2]1[C:30]([Cl:31])=[CH:29][CH:28]=[CH:27][C:3]=1[CH2:4][N:5]1[C:9]2[CH:10]=[C:11]([N:18]3[CH2:23][CH2:22][O:21][CH2:20][CH2:19]3)[CH:12]=[C:13]([C:14]([OH:16])=[O:15])[C:8]=2[N:7]=[C:6]1[CH:24]([F:25])[F:26]. The catalyst class is: 1. (3) Reactant: [H-].[Al+3].[Li+].[H-].[H-].[H-].[CH3:7][C:8]1([CH3:16])[C:12](=O)[NH:11][C@H:10]([CH2:14][OH:15])[CH2:9]1.[OH-].[Na+].C(N(CC)CC)C.[CH2:26]([O:33][C:34](Cl)=[O:35])[C:27]1[CH:32]=[CH:31][CH:30]=[CH:29][CH:28]=1.C(=O)([O-])O.[Na+]. Product: [CH2:26]([O:33][C:34]([N:11]1[CH2:12][C:8]([CH3:16])([CH3:7])[CH2:9][C@H:10]1[CH2:14][OH:15])=[O:35])[C:27]1[CH:32]=[CH:31][CH:30]=[CH:29][CH:28]=1. The catalyst class is: 7. (4) Reactant: [Cl:1][C:2]1[CH:7]=[CH:6][C:5]([CH2:8][C:9]([C:11]2[CH:16]=[CH:15][N:14]=[CH:13][CH:12]=2)=[O:10])=[CH:4][CH:3]=1.CO[CH:19](OC)[N:20]([CH3:22])[CH3:21]. Product: [Cl:1][C:2]1[CH:7]=[CH:6][C:5]([C:8](=[CH:19][N:20]([CH3:22])[CH3:21])[C:9]([C:11]2[CH:16]=[CH:15][N:14]=[CH:13][CH:12]=2)=[O:10])=[CH:4][CH:3]=1. The catalyst class is: 11. (5) Reactant: [O:1]1[C:10]2[C:5](=[N:6][C:7]([CH2:11][OH:12])=[CH:8][CH:9]=2)[O:4][CH2:3][CH2:2]1. Product: [O:1]1[C:10]2[C:5](=[N:6][C:7]([CH:11]=[O:12])=[CH:8][CH:9]=2)[O:4][CH2:3][CH2:2]1. The catalyst class is: 177. (6) Reactant: [H-].[Na+].[CH3:3][C:4]([C:8]1[CH:13]=[CH:12][C:11]([N+:14]([O-:16])=[O:15])=[CH:10][CH:9]=1)([CH3:7])[CH2:5][OH:6].I[CH3:18]. Product: [CH3:18][O:6][CH2:5][C:4]([C:8]1[CH:13]=[CH:12][C:11]([N+:14]([O-:16])=[O:15])=[CH:10][CH:9]=1)([CH3:3])[CH3:7]. The catalyst class is: 1. (7) Reactant: [O:1]([C:8]1[CH:14]=[CH:13][C:11]([NH2:12])=[CH:10][CH:9]=1)[C:2]1[CH:7]=[CH:6][CH:5]=[CH:4][CH:3]=1.[C:15](N1C=CN=C1)(N1C=CN=C1)=[O:16].[C@H:27]1([CH2:37][O:38][C:39]2[CH:44]=[CH:43][C:42]([NH2:45])=[CH:41][CH:40]=2)[C@@H:36]2[N:31]([CH2:32][CH2:33][CH2:34][CH2:35]2)[CH2:30][CH2:29][CH2:28]1.O. Product: [C@H:27]1([CH2:37][O:38][C:39]2[CH:44]=[CH:43][C:42]([NH:45][C:15]([NH:12][C:11]3[CH:10]=[CH:9][C:8]([O:1][C:2]4[CH:3]=[CH:4][CH:5]=[CH:6][CH:7]=4)=[CH:14][CH:13]=3)=[O:16])=[CH:41][CH:40]=2)[C@@H:36]2[N:31]([CH2:32][CH2:33][CH2:34][CH2:35]2)[CH2:30][CH2:29][CH2:28]1. The catalyst class is: 3. (8) Reactant: C(OC([N:8]1[CH2:12][CH2:11][CH:10]([C:13](=[O:29])[NH:14][C:15]2[CH:16]=[C:17]3[C:27](=[O:28])[NH:26][N:25]=[CH:24][C:19]4=[CH:20][NH:21][C:22]([CH:23]=2)=[C:18]34)[CH:9]1[C:30]1[CH:35]=[CH:34][CH:33]=[CH:32][CH:31]=1)=O)(C)(C)C.C(OC(N1CCC(C(O)=O)C1C1C=CC=CC=1)=O)(C)(C)C.C(N(CC)CC)C.F[P-](F)(F)(F)(F)F. Product: [O:28]=[C:27]1[C:17]2[C:18]3[C:19](=[CH:20][NH:21][C:22]=3[CH:23]=[C:15]([NH:14][C:13]([C@@H:10]3[CH2:11][CH2:12][NH:8][C@H:9]3[C:30]3[CH:35]=[CH:34][CH:33]=[CH:32][CH:31]=3)=[O:29])[CH:16]=2)[CH:24]=[N:25][NH:26]1. The catalyst class is: 9.